Dataset: Peptide-MHC class I binding affinity with 185,985 pairs from IEDB/IMGT. Task: Regression. Given a peptide amino acid sequence and an MHC pseudo amino acid sequence, predict their binding affinity value. This is MHC class I binding data. (1) The peptide sequence is RIEQLYPFA. The MHC is HLA-A02:11 with pseudo-sequence HLA-A02:11. The binding affinity (normalized) is 0.0847. (2) The peptide sequence is GPEGPLGQL. The MHC is HLA-A23:01 with pseudo-sequence HLA-A23:01. The binding affinity (normalized) is 0.213. (3) The peptide sequence is ITAVNRYFK. The MHC is HLA-A02:12 with pseudo-sequence HLA-A02:12. The binding affinity (normalized) is 0.0847. (4) The peptide sequence is FTELDGVRL. The MHC is Patr-B0101 with pseudo-sequence Patr-B0101. The binding affinity (normalized) is 0.324. (5) The peptide sequence is SAEPVPLQL. The MHC is HLA-A02:01 with pseudo-sequence HLA-A02:01. The binding affinity (normalized) is 0. (6) The peptide sequence is SVTKSSSWK. The MHC is HLA-A31:01 with pseudo-sequence HLA-A31:01. The binding affinity (normalized) is 0.0867. (7) The peptide sequence is YTVKTPNL. The MHC is H-2-Kb with pseudo-sequence H-2-Kb. The binding affinity (normalized) is 0.298. (8) The peptide sequence is YQAVVPLVY. The MHC is HLA-A01:01 with pseudo-sequence HLA-A01:01. The binding affinity (normalized) is 0.343. (9) The peptide sequence is EVEHRTRVR. The MHC is HLA-A68:02 with pseudo-sequence HLA-A68:02. The binding affinity (normalized) is 0.393. (10) The peptide sequence is VLAGLLGNV. The MHC is HLA-A68:02 with pseudo-sequence HLA-A68:02. The binding affinity (normalized) is 0.408.